Dataset: Peptide-MHC class II binding affinity with 134,281 pairs from IEDB. Task: Regression. Given a peptide amino acid sequence and an MHC pseudo amino acid sequence, predict their binding affinity value. This is MHC class II binding data. (1) The peptide sequence is IFKISKTVSEGAVDI. The binding affinity (normalized) is 0.155. The MHC is HLA-DQA10501-DQB10201 with pseudo-sequence HLA-DQA10501-DQB10201. (2) The peptide sequence is INFPTAAAIAYGLDR. The MHC is HLA-DQA10401-DQB10402 with pseudo-sequence HLA-DQA10401-DQB10402. The binding affinity (normalized) is 0.596. (3) The peptide sequence is AAETAGTTVYGAFAA. The MHC is HLA-DQA10501-DQB10301 with pseudo-sequence HLA-DQA10501-DQB10301. The binding affinity (normalized) is 0.639.